From a dataset of CYP1A2 inhibition data for predicting drug metabolism from PubChem BioAssay. Regression/Classification. Given a drug SMILES string, predict its absorption, distribution, metabolism, or excretion properties. Task type varies by dataset: regression for continuous measurements (e.g., permeability, clearance, half-life) or binary classification for categorical outcomes (e.g., BBB penetration, CYP inhibition). Dataset: cyp1a2_veith. (1) The drug is c1ccc2sc(SCSc3nc4ccccc4s3)nc2c1. The result is 1 (inhibitor). (2) The drug is Cc1nc(NS(=O)(=O)c2ccccc2C)c2c3c(sc2n1)CCC3. The result is 1 (inhibitor). (3) The drug is CC(=O)OC[C@@H]1O[C@@H](O/N=C2/C[C@@H](O)[C@@H](O)[C@@H]3[C@@H]4C(=O)N(C[C@@H]5CCCO5)C(=O)[C@H]4CC[C@@H]23)[C@H](OC(C)=O)[C@H](OC(C)=O)[C@@H]1OC(C)=O. The result is 0 (non-inhibitor). (4) The compound is COc1cccc(N(C(=O)Cn2nnc(-c3cccs3)n2)C(C(=O)NC2CCCCC2)c2ccncc2)c1. The result is 0 (non-inhibitor). (5) The compound is CN(C)CCCNC(=O)c1cc2c3ccccc3n(C)c2s1. The result is 1 (inhibitor). (6) The compound is O=c1n(Cc2cc3c(cc2Cl)OCO3)c(=O)n2n1CC[C@H]1/C(=N\OC[C@@H](O)COCc3ccco3)[C@H]3O[C@@H]3[C@@H](O)[C@@H]12. The result is 0 (non-inhibitor).